This data is from Catalyst prediction with 721,799 reactions and 888 catalyst types from USPTO. The task is: Predict which catalyst facilitates the given reaction. Reactant: [Br:1][C:2]1[CH:7]=[C:6]([CH:8]([O:12][CH2:13][CH3:14])[O:9][CH2:10][CH3:11])[CH:5]=[CH:4][C:3]=1F.[CH:16]([N:29]1[CH2:32][CH:31]([C:33]#[N:34])[CH2:30]1)([C:23]1[CH:28]=[CH:27][CH:26]=[CH:25][CH:24]=1)[C:17]1[CH:22]=[CH:21][CH:20]=[CH:19][CH:18]=1.C[Si]([N-][Si](C)(C)C)(C)C.[K+]. Product: [CH:16]([N:29]1[CH2:32][C:31]([C:3]2[CH:4]=[CH:5][C:6]([CH:8]([O:12][CH2:13][CH3:14])[O:9][CH2:10][CH3:11])=[CH:7][C:2]=2[Br:1])([C:33]#[N:34])[CH2:30]1)([C:23]1[CH:28]=[CH:27][CH:26]=[CH:25][CH:24]=1)[C:17]1[CH:18]=[CH:19][CH:20]=[CH:21][CH:22]=1. The catalyst class is: 1.